From a dataset of Reaction yield outcomes from USPTO patents with 853,638 reactions. Predict the reaction yield, written as a fraction of the theoretical maximum amount of product (1.0 means a 100% yield; for example, 0.34 means a 34% yield). (1) The reactants are C[Mg]Br.[CH2:4]([NH:6][CH2:7][CH3:8])[CH3:5].FC(F)(F)C([N:13]1[CH2:18][CH2:17][CH:16]([CH:19]2[C:32]3[CH:31]=[CH:30][C:29]([C:33]#[N:34])=[CH:28][C:27]=3[O:26][C:25]3[C:20]2=[CH:21][CH:22]=[CH:23][CH:24]=3)[CH2:15][CH2:14]1)=O.O. The product is [CH2:4]([N:6]([CH2:7][CH3:8])[C:33]([C:29]1[CH:30]=[CH:31][C:32]2[CH:19]([CH:16]3[CH2:17][CH2:18][NH:13][CH2:14][CH2:15]3)[C:20]3[C:25]([O:26][C:27]=2[CH:28]=1)=[CH:24][CH:23]=[CH:22][CH:21]=3)=[NH:34])[CH3:5]. The catalyst is C(OCC)C. The yield is 0.108. (2) The reactants are [OH:1][C:2]([CH3:35])([CH3:34])[CH2:3][C@@:4]1([C:28]2[CH:33]=[CH:32][CH:31]=[CH:30][CH:29]=2)[O:9][C:8](=[O:10])[N:7]([C@H:11]([C:13]2[CH:18]=[CH:17][C:16](B3OC(C)(C)C(C)(C)O3)=[CH:15][CH:14]=2)[CH3:12])[CH2:6][CH2:5]1.Br[C:37]1[CH:38]=[CH:39][C:40]([C:43]2([C:49]([NH2:51])=[O:50])[CH2:48][CH2:47][O:46][CH2:45][CH2:44]2)=[N:41][CH:42]=1. No catalyst specified. The product is [OH:1][C:2]([CH3:34])([CH3:35])[CH2:3][C@@:4]1([C:28]2[CH:33]=[CH:32][CH:31]=[CH:30][CH:29]=2)[O:9][C:8](=[O:10])[N:7]([C@H:11]([C:13]2[CH:14]=[CH:15][C:16]([C:37]3[CH:38]=[CH:39][C:40]([C:43]4([C:49]([NH2:51])=[O:50])[CH2:48][CH2:47][O:46][CH2:45][CH2:44]4)=[N:41][CH:42]=3)=[CH:17][CH:18]=2)[CH3:12])[CH2:6][CH2:5]1. The yield is 0.970. (3) The reactants are [CH3:1][C@@:2]([C:22]([OH:24])=[O:23])([C:12]([CH3:21])([CH3:20])[C:13]1[CH:18]=[CH:17][C:16](Br)=[CH:15][CH:14]=1)[N:3]([C:5]([O:7][C:8]([CH3:11])([CH3:10])[CH3:9])=[O:6])[CH3:4].[CH2:25]([Sn](CCCC)(CCCC)C=C)[CH2:26]CC.[Br-]. The catalyst is C(#N)C.C1C=CC([P]([Pd]([P](C2C=CC=CC=2)(C2C=CC=CC=2)C2C=CC=CC=2)([P](C2C=CC=CC=2)(C2C=CC=CC=2)C2C=CC=CC=2)[P](C2C=CC=CC=2)(C2C=CC=CC=2)C2C=CC=CC=2)(C2C=CC=CC=2)C2C=CC=CC=2)=CC=1. The product is [CH3:1][C@@:2]([C:22]([OH:24])=[O:23])([C:12]([CH3:21])([CH3:20])[C:13]1[CH:18]=[CH:17][C:16]([CH:25]=[CH2:26])=[CH:15][CH:14]=1)[N:3]([C:5]([O:7][C:8]([CH3:11])([CH3:10])[CH3:9])=[O:6])[CH3:4]. The yield is 0.790. (4) The reactants are [CH3:1][NH:2][CH2:3][CH2:4][OH:5].[CH2:6]1[O:16][C:15]2[CH:14]=[CH:13][C:10]([CH2:11]Cl)=[CH:9][C:8]=2[O:7]1. The catalyst is C(Cl)Cl. The product is [O:16]1[C:15]2[CH:14]=[CH:13][C:10]([CH2:11][N:2]([CH3:1])[CH2:3][CH2:4][OH:5])=[CH:9][C:8]=2[O:7][CH2:6]1. The yield is 0.830. (5) The catalyst is CS(C)=O. The yield is 0.790. The reactants are C(=O)([O-])[O-].[K+].[K+].Cl[C:8]1[CH:9]=[CH:10][C:11]([N+:16]([O-:18])=[O:17])=[C:12]([S:14][CH3:15])[CH:13]=1.[OH:19][C:20]1[CH:25]=[CH:24][N:23]=[C:22]([NH:26][C:27](=[O:31])[CH2:28][O:29][CH3:30])[CH:21]=1. The product is [CH3:30][O:29][CH2:28][C:27]([NH:26][C:22]1[CH:21]=[C:20]([O:19][C:8]2[CH:9]=[CH:10][C:11]([N+:16]([O-:18])=[O:17])=[C:12]([S:14][CH3:15])[CH:13]=2)[CH:25]=[CH:24][N:23]=1)=[O:31]. (6) The reactants are [CH2:1]([NH:3][C:4]1[C:5]([C:10]([O:12][CH2:13][CH3:14])=[O:11])=[N:6][CH:7]=[CH:8][CH:9]=1)[CH3:2].[Br:15]N1C(=O)CCC1=O. The catalyst is C(#N)C. The product is [Br:15][C:7]1[N:6]=[C:5]([C:10]([O:12][CH2:13][CH3:14])=[O:11])[C:4]([NH:3][CH2:1][CH3:2])=[CH:9][CH:8]=1. The yield is 0.420. (7) The reactants are Br[CH2:2][C:3]([NH2:5])=[O:4].[Cl:6][C:7]1[C:8]([CH2:36][N:37]2[CH2:42][CH2:41][NH:40][CH2:39][CH2:38]2)=[C:9]([C:32]([F:35])([F:34])[F:33])[CH:10]=[C:11]2[C:16]=1[NH:15][C:14](=[O:17])[N:13]([CH2:18][C:19]1[CH:24]=[C:23]([Cl:25])[CH:22]=[CH:21][C:20]=1[S:26]([CH2:29][CH3:30])(=[O:28])=[O:27])[C:12]2=[O:31].CCN(C(C)C)C(C)C.[Cl-].[NH4+]. The catalyst is C(Cl)(Cl)Cl. The product is [Cl:6][C:7]1[C:8]([CH2:36][N:37]2[CH2:38][CH2:39][N:40]([CH2:2][C:3]([NH2:5])=[O:4])[CH2:41][CH2:42]2)=[C:9]([C:32]([F:35])([F:33])[F:34])[CH:10]=[C:11]2[C:16]=1[NH:15][C:14](=[O:17])[N:13]([CH2:18][C:19]1[CH:24]=[C:23]([Cl:25])[CH:22]=[CH:21][C:20]=1[S:26]([CH2:29][CH3:30])(=[O:28])=[O:27])[C:12]2=[O:31]. The yield is 0.770. (8) The reactants are [NH2:1][C:2]1[CH:7]=[CH:6][CH:5]=[CH:4][CH:3]=1.[CH2:8]([O:10][C:11]([C:13]1[CH:14]=[N:15][N:16]([C:18]2[N:22]([CH2:23][O:24][CH2:25][CH2:26][O:27][CH3:28])[C:21]3[CH:29]=[C:30]([Cl:37])[C:31]([S:33](Cl)(=[O:35])=[O:34])=[CH:32][C:20]=3[N:19]=2)[CH:17]=1)=[O:12])[CH3:9]. The catalyst is N1C=CC=CC=1. The product is [CH2:8]([O:10][C:11]([C:13]1[CH:14]=[N:15][N:16]([C:18]2[N:22]([CH2:23][O:24][CH2:25][CH2:26][O:27][CH3:28])[C:21]3[CH:29]=[C:30]([Cl:37])[C:31]([S:33](=[O:35])(=[O:34])[NH:1][C:2]4[CH:7]=[CH:6][CH:5]=[CH:4][CH:3]=4)=[CH:32][C:20]=3[N:19]=2)[CH:17]=1)=[O:12])[CH3:9]. The yield is 0.430. (9) The reactants are [NH2:1][C:2]1[C:3]2[N:4]([C:8]([C@@H:27]3[CH2:31][CH2:30][CH2:29][NH:28]3)=[N:9][C:10]=2[C:11]2[CH:26]=[CH:25][C:14]([C:15]([NH:17][C:18]3[CH:23]=[C:22]([CH3:24])[CH:21]=[CH:20][N:19]=3)=[O:16])=[CH:13][CH:12]=2)[CH:5]=[CH:6][N:7]=1.[C:32](O)(=[O:36])[C:33]#[C:34][CH3:35]. No catalyst specified. The product is [NH2:1][C:2]1[C:3]2[N:4]([C:8]([C@@H:27]3[CH2:31][CH2:30][CH2:29][N:28]3[C:32](=[O:36])[C:33]#[C:34][CH3:35])=[N:9][C:10]=2[C:11]2[CH:12]=[CH:13][C:14]([C:15]([NH:17][C:18]3[CH:23]=[C:22]([CH3:24])[CH:21]=[CH:20][N:19]=3)=[O:16])=[CH:25][CH:26]=2)[CH:5]=[CH:6][N:7]=1. The yield is 0.272. (10) The reactants are [CH3:1][N:2]=[C:3]([N:6]1[C@@H:11]([C:12]2[CH:16]=[C:15]([C:17]3[CH:22]=[CH:21][CH:20]=[C:19]([CH3:23])[CH:18]=3)[O:14][N:13]=2)[CH2:10][C@@H:9]2[C@H:7]1[CH2:8]2)SC.[CH3:24][N:25]1[CH:30]=[CH:29][C:28]([C:31]([NH:33][NH2:34])=O)=[CH:27][C:26]1=[O:35]. The catalyst is CS(C)=O. The product is [CH3:24][N:25]1[CH:30]=[CH:29][C:28]([C:31]2[N:2]([CH3:1])[C:3]([N:6]3[C@@H:11]([C:12]4[CH:16]=[C:15]([C:17]5[CH:22]=[CH:21][CH:20]=[C:19]([CH3:23])[CH:18]=5)[O:14][N:13]=4)[CH2:10][C@@H:9]4[C@H:7]3[CH2:8]4)=[N:34][N:33]=2)=[CH:27][C:26]1=[O:35]. The yield is 0.630.